Dataset: Drug-target binding data from BindingDB using IC50 measurements. Task: Regression. Given a target protein amino acid sequence and a drug SMILES string, predict the binding affinity score between them. We predict pIC50 (pIC50 = -log10(IC50 in M); higher means more potent). Dataset: bindingdb_ic50. (1) The compound is CNC(=O)NC(N)=NCCC[C@H](NC(=O)[C@@H](C)NC(C)=O)C(=O)O. The target protein (P07254) has sequence MRKFNKPLLALLIGSTLCSAAQAAAPGKPTIAWGNTKFAIVEVDQAATAYNNLVKVKNAADVSVSWNLWNGDAGTTAKILLNGKEAWSGPSTGSSGTANFKVNKGGRYQMQVALCNADGCTASDATEIVVADTDGSHLAPLKEPLLEKNKPYKQNSGKVVGSYFVEWGVYGRNFTVDKIPAQNLTHLLYGFIPICGGNGINDSLKEIEGSFQALQRSCQGREDFKVSIHDPFAALQKAQKGVTAWDDPYKGNFGQLMALKQAHPDLKILPSIGGWTLSDPFFFMGDKVKRDRFVGSVKEFLQTWKFFDGVDIDWEFPGGKGANPNLGSPQDGETYVLLMKELRAMLDQLSAETGRKYELTSAISAGKDKIDKVAYNVAQNSMDHIFLMSYDFYGPFDLKNLGHQTALNAPAWKPDTAYTTVNGVNALLAQGVKPGKVVVGTAMYGRGWTGVNGYQNNIPFTGTATGPVKGTWKNGIVDYRQIAGQFMSGEWQYTYDATAE.... The pIC50 is 5.2. (2) The compound is CN[C@@H](C)C(=O)N[C@H](C(=O)N1c2ncccc2C[C@H]1CNC(=O)Nc1ccccc1)C(C)C. The target protein sequence is MRHHHHHHRDHFALDRPSETHADYLLRTGQVVDISDTIYPRNPAMYSEEARLKSFQNWPDYAHLTPRELASAGLYYTGIGDQVQCFACGGKLKNWEPGDRAWSEHRRHEPNCFFVLGRNLNIRSE. The pIC50 is 8.8. (3) The small molecule is O=C(Nc1ncc(CCNc2ncnc3ccsc23)s1)Nc1ccccc1Cl. The target protein (P97477) has sequence MDRCKENCVSRPVKTTVPFGPKRVLVTEQIPSQNLGSASSGQAQRVLCPSNSQRVPSQAQKLGAGQKPAPKQLPAASVPRPVSRLNNPQKNEQPAASGNDSEKEQASLQKTEDTKKRQWTLEDFDIGRPLGKGKFGNVYLARERQSKFILALKVLFKTQLEKANVEHQLRREVEIQSHLRHPNILRLYGYFHDATRVYLILEYAPLGTVYRELQKLSKFDEQRTATYITELANALSYCHSKRVIHRDIKPENLLLGSNGELKIADFGWSVHAPSSRRTTMCGTLDYLPPEMIEGRMHDEKVDLWSLGVLCYEFLVGMPPFEAHTYQETYRRISRVEFTFPDFVTEGARDLISRLLKHNASQRLTLAEVLEHPWIKANSSKPPTGHTSKEPTSKSS. The pIC50 is 6.5. (4) The small molecule is O=C(Nc1cccnc1)c1c2n(c3c(N4CCN(CCc5ccc(F)c(F)c5)CC4)ncnc13)CCCC2. The target protein (O35379) has sequence MALRSFCSADGSDPLWDWNVTWHTSNPDFTKCFQNTVLTWVPCFYLWSCFPLYFFYLSRHDRGYIQMTHLNKTKTALGFFLWIICWADLFYSFWERSQGVLRAPVLLVSPTLLGITMLLATFLIQLERRKGVQSSGIMLTFWLVALLCALAILRSKIISALKKDAHVDVFRDSTFYLYFTLVLVQLVLSCFSDCSPLFSETVHDRNPCPESSASFLSRITFWWITGMMVHGYRQPLESSDLWSLNKEDTSEEVVPVLVNNWKKECDKSRKQPVRIVYAPPKDPSKPKGSSQLDVNEEVEALIVKSPHKDREPSLFKVLYKTFGPYFLMSFLYKALHDLMMFAGPKILELIINFVNDREAPDWQGYFYTALLFVSACLQTLALHQYFHICFVSGMRIKTAVVGAVYRKALLITNAARKSSTVGEIVNLMSVDAQRFMDLATYINMIWSAPLQVILALYFLWLSLGPSVLAGVAVMILMVPLNAVMAMKTKTYQVAHMKSKD.... The pIC50 is 5.0. (5) The small molecule is O=C1c2cccc3c(NCCO)ccc(c23)C(=O)N1c1cccc(Br)c1. The target protein sequence is SMSYTWTGALITPCAAEESKLPINALSNSLLRHHNMVYATTSRSAGLRQKKVTFDRLQVLDDHYRDVLKEMKAKASTVKAKLLSVEEACKLTPPHSAKSKFGYGAKDVRNLSSKAVNHIHSVWKDLLEDTVTPIDTTIMAKNEVFCVQPEKGGRKPARLIVFPDLGVRVCEKMALYDVVSTLPQVVMGSSYGFQYSPGQRVEFLVNTWKSKKNPMGFSYDTRCFDSTVTENDIRVEESIYQCCDLAPEARQAIKSLTERLYIGGPLTNSKGQNCGYRRCRASGVLTTSCGNTLTCYLKASAACRAAKLQDCTMLVNGDDLVVICESAGTQEDAASLRVFTEAMTRYSAPPGDPPQPEYDLELITSCSSNVSVAHDASGKRVYYLTRDPTTPLARAAWETARHTPVNSWLGNIIMYAPTLWARKILMTHFFSILLAQEQLEKALDCQIYGACYSIEPLDLPQIIERLHGLSAFSLHSYSPGEINRVASCLRKLGVPPLRVW.... The pIC50 is 6.0.